Predict the reaction yield, written as a fraction of the theoretical maximum amount of product (1.0 means a 100% yield; for example, 0.34 means a 34% yield). From a dataset of Reaction yield outcomes from USPTO patents with 853,638 reactions. (1) The reactants are [CH2:1]([N:3]([CH:28]1[CH2:33][CH2:32][O:31][CH2:30][CH2:29]1)[C:4]1[C:19]2[CH2:18][CH:17]=[CH:16][CH2:15][CH2:14][C:13]3[CH:20]=[C:21]([CH3:26])[N:22]=[C:23]([O:24][CH3:25])[C:12]=3[CH2:11][NH:10][C:9](=[O:27])[C:8]=2[CH:7]=[CH:6][CH:5]=1)[CH3:2].[H-].[Na+].[C:36]([Si:40]([O:43][CH2:44][CH2:45]I)([CH3:42])[CH3:41])([CH3:39])([CH3:38])[CH3:37]. The catalyst is CN(C=O)C. The product is [Si:40]([O:43][CH2:44][CH2:45][N:10]1[CH2:11][C:12]2[C:23]([O:24][CH3:25])=[N:22][C:21]([CH3:26])=[CH:20][C:13]=2[CH2:14][CH2:15][CH:16]=[CH:17][CH2:18][C:19]2[C:4]([N:3]([CH2:1][CH3:2])[CH:28]3[CH2:29][CH2:30][O:31][CH2:32][CH2:33]3)=[CH:5][CH:6]=[CH:7][C:8]=2[C:9]1=[O:27])([C:36]([CH3:39])([CH3:38])[CH3:37])([CH3:42])[CH3:41]. The yield is 0.471. (2) The reactants are [C:1]([O:5][C:6]([N:8]1[CH2:12][CH2:11][CH:10]([NH2:13])[CH2:9]1)=[O:7])([CH3:4])([CH3:3])[CH3:2].CCN(CC)CC.Cl[C:22]([O:24][CH3:25])=[O:23]. The catalyst is C(Cl)Cl. The product is [C:1]([O:5][C:6]([N:8]1[CH2:12][CH2:11][CH:10]([NH:13][C:22]([O:24][CH3:25])=[O:23])[CH2:9]1)=[O:7])([CH3:4])([CH3:2])[CH3:3]. The yield is 0.740. (3) The reactants are [Cl-].O[NH3+:3].[C:4](=[O:7])([O-])[OH:5].[Na+].CS(C)=O.[OH:13][C@@H:14]([CH3:52])[C@H:15]([O:17][C:18]1[CH:23]=[CH:22][C:21]([N:24]2[C:29](=[O:30])[C:28]([CH2:31][C:32]3[CH:37]=[CH:36][C:35]([C:38]4[C:39]([C:44]#[N:45])=[CH:40][CH:41]=[CH:42][CH:43]=4)=[CH:34][CH:33]=3)=[C:27]([CH2:46][CH2:47][CH3:48])[N:26]3[N:49]=[CH:50][CH:51]=[C:25]23)=[CH:20][CH:19]=1)[CH3:16]. The catalyst is C(OCC)(=O)C. The product is [OH:13][C@@H:14]([CH3:52])[C@H:15]([O:17][C:18]1[CH:23]=[CH:22][C:21]([N:24]2[C:29](=[O:30])[C:28]([CH2:31][C:32]3[CH:37]=[CH:36][C:35]([C:38]4[CH:43]=[CH:42][CH:41]=[CH:40][C:39]=4[C:44]4[NH:3][C:4](=[O:7])[O:5][N:45]=4)=[CH:34][CH:33]=3)=[C:27]([CH2:46][CH2:47][CH3:48])[N:26]3[N:49]=[CH:50][CH:51]=[C:25]23)=[CH:20][CH:19]=1)[CH3:16]. The yield is 0.470. (4) The reactants are [Cl:1][C:2]1[C:8]([C:9]([F:12])([F:11])[F:10])=[CH:7][C:5]([NH2:6])=[CH:4][CH:3]=1.[C:13](N1C=CN=C1)(N1C=CN=C1)=[O:14].[NH2:25][C:26]1[CH:41]=[CH:40][C:29]([O:30][C:31]2[CH:36]=[CH:35][N:34]=[C:33]([C:37]([NH2:39])=[O:38])[CH:32]=2)=[CH:28][CH:27]=1.CCOC(C)=O. The catalyst is ClC(Cl)C.C1COCC1. The product is [Cl:1][C:2]1[CH:3]=[CH:4][C:5]([NH:6][C:13]([NH:25][C:26]2[CH:41]=[CH:40][C:29]([O:30][C:31]3[CH:36]=[CH:35][N:34]=[C:33]([C:37](=[O:38])[NH2:39])[CH:32]=3)=[CH:28][CH:27]=2)=[O:14])=[CH:7][C:8]=1[C:9]([F:10])([F:11])[F:12]. The yield is 0.820. (5) The product is [OH:5][C@@H:4]([C:6]1[CH:11]=[CH:10][CH:9]=[CH:8][CH:7]=1)[CH2:3][CH2:2][N:26]1[CH2:27][CH2:28][CH:23]([C:19]2[CH:18]=[C:17]([NH:16][C:14](=[O:15])[CH:13]([CH3:12])[CH3:29])[CH:22]=[CH:21][CH:20]=2)[CH2:24][CH2:25]1. The yield is 0.940. The reactants are Cl[CH2:2][CH2:3][C@H:4]([C:6]1[CH:11]=[CH:10][CH:9]=[CH:8][CH:7]=1)[OH:5].[CH3:12][CH:13]([CH3:29])[C:14]([NH:16][C:17]1[CH:22]=[CH:21][CH:20]=[C:19]([CH:23]2[CH2:28][CH2:27][NH:26][CH2:25][CH2:24]2)[CH:18]=1)=[O:15].C(=O)([O-])[O-].[K+].[K+].[I-].[Na+]. The catalyst is O.CN(C=O)C. (6) The reactants are [Cl:1][C:2]1[C:3]([F:14])=[C:4]2[C:10]([N+:11]([O-])=O)=[CH:9][NH:8][C:5]2=[N:6][CH:7]=1.Cl[Sn]Cl.[OH-].[Na+].C(Cl)Cl. The catalyst is Cl. The product is [Cl:1][C:2]1[C:3]([F:14])=[C:4]2[C:10]([NH2:11])=[CH:9][NH:8][C:5]2=[N:6][CH:7]=1. The yield is 0.770.